From a dataset of Catalyst prediction with 721,799 reactions and 888 catalyst types from USPTO. Predict which catalyst facilitates the given reaction. (1) Reactant: [OH-].[Na+].[F:3][C:4]1[CH:9]=[CH:8][CH:7]=[CH:6][C:5]=1[C:10]([CH3:16])([CH3:15])[C:11]([O:13]C)=[O:12]. Product: [F:3][C:4]1[CH:9]=[CH:8][CH:7]=[CH:6][C:5]=1[C:10]([CH3:16])([CH3:15])[C:11]([OH:13])=[O:12]. The catalyst class is: 799. (2) Reactant: Br[C:2]1[CH:7]=[C:6]([C:8]([CH3:11])([CH3:10])[CH3:9])[CH:5]=[C:4]([Br:12])[CH:3]=1.[Li]CCCC.[C:18]1(=[O:22])[CH2:21][CH2:20][CH2:19]1. Product: [Br:12][C:4]1[CH:3]=[C:2]([C:18]2([OH:22])[CH2:21][CH2:20][CH2:19]2)[CH:7]=[C:6]([C:8]([CH3:11])([CH3:10])[CH3:9])[CH:5]=1. The catalyst class is: 1. (3) Product: [F:1][C:2]1[C:3]2[CH:4]=[C:5]3[C:11]4[N:12]=[C:13]([C:19]5[C:20]([N:39]([CH3:44])[S:40]([CH3:43])(=[O:42])=[O:41])=[CH:21][C:22]6[O:26][C:25]([C:27]7[CH:28]=[CH:29][C:30]([F:33])=[CH:31][CH:32]=7)=[C:24]([C:34]([NH:36][CH3:37])=[O:35])[C:23]=6[CH:38]=5)[N:14]=[CH:15][C:16]=4[CH2:17][CH2:18][N:6]3[C:7]=2[CH:8]=[CH:9][CH:10]=1. The catalyst class is: 287. Reactant: [F:1][C:2]1[CH:10]=[CH:9][CH:8]=[C:7]2[C:3]=1[CH:4]=[C:5]([C:11]1[C:16]([CH:17]=[CH2:18])=[CH:15][N:14]=[C:13]([C:19]3[C:20]([N:39]([CH3:44])[S:40]([CH3:43])(=[O:42])=[O:41])=[CH:21][C:22]4[O:26][C:25]([C:27]5[CH:32]=[CH:31][C:30]([F:33])=[CH:29][CH:28]=5)=[C:24]([C:34]([NH:36][CH3:37])=[O:35])[C:23]=4[CH:38]=3)[N:12]=1)[NH:6]2.[O-]P([O-])([O-])=O.[K+].[K+].[K+]. (4) Reactant: [CH2:1]([O:3][C:4](=[O:45])[CH2:5][CH2:6][CH2:7][CH2:8][CH2:9][O:10][C:11]1[CH:16]=[CH:15][C:14]([C:17]([CH2:42][CH3:43])([C:20]2[CH:25]=[CH:24][C:23](/[CH:26]=[CH:27]/[C:28]([O:37]COC)([C:33]([F:36])([F:35])[F:34])[C:29]([F:32])([F:31])[F:30])=[C:22]([CH3:41])[CH:21]=2)[CH2:18][CH3:19])=[CH:13][C:12]=1[CH3:44])[CH3:2].CCO.C(Br)(Br)(Br)Br. Product: [CH2:1]([O:3][C:4](=[O:45])[CH2:5][CH2:6][CH2:7][CH2:8][CH2:9][O:10][C:11]1[CH:16]=[CH:15][C:14]([C:17]([CH2:42][CH3:43])([C:20]2[CH:25]=[CH:24][C:23](/[CH:26]=[CH:27]/[C:28]([OH:37])([C:33]([F:35])([F:36])[F:34])[C:29]([F:32])([F:31])[F:30])=[C:22]([CH3:41])[CH:21]=2)[CH2:18][CH3:19])=[CH:13][C:12]=1[CH3:44])[CH3:2]. The catalyst class is: 6. (5) Reactant: C(OC([N:8]1[CH2:13][CH2:12][CH:11]([C:14](=[O:29])[C:15]2[CH:20]=[CH:19][C:18]([O:21][CH2:22][C:23]3[CH:28]=[CH:27][CH:26]=[CH:25][CH:24]=3)=[CH:17][CH:16]=2)[CH2:10][CH2:9]1)=O)(C)(C)C.C(O)(C(F)(F)F)=O. Product: [CH2:22]([O:21][C:18]1[CH:19]=[CH:20][C:15]([C:14]([CH:11]2[CH2:12][CH2:13][NH:8][CH2:9][CH2:10]2)=[O:29])=[CH:16][CH:17]=1)[C:23]1[CH:28]=[CH:27][CH:26]=[CH:25][CH:24]=1. The catalyst class is: 4. (6) Reactant: CC1C=CC(S(O[CH2:12][C@H:13]2[CH:22]=[CH:21][C:20]3[C:15](=[C:16]([O:23][CH3:24])[CH:17]=[CH:18][CH:19]=3)[O:14]2)(=O)=O)=CC=1.[F:25][C:26]1[CH:27]=[C:28]2[C:32](=[CH:33][CH:34]=1)[NH:31][CH:30]=[C:29]2[C:35]1[CH2:36][CH2:37][NH:38][CH2:39][CH:40]=1. Product: [F:25][C:26]1[CH:27]=[C:28]2[C:32](=[CH:33][CH:34]=1)[NH:31][CH:30]=[C:29]2[C:35]1[CH2:36][CH2:37][N:38]([CH2:12][C@H:13]2[CH:22]=[CH:21][C:20]3[C:15](=[C:16]([O:23][CH3:24])[CH:17]=[CH:18][CH:19]=3)[O:14]2)[CH2:39][CH:40]=1. The catalyst class is: 148.